This data is from Forward reaction prediction with 1.9M reactions from USPTO patents (1976-2016). The task is: Predict the product of the given reaction. (1) The product is: [Br:32][C:33]1[CH:39]=[CH:38][C:36]([NH:37][C:9]2[C:17]3[C:12](=[CH:13][N:14]=[CH:15][CH:16]=3)[O:11][C:10]=2[C:18]([O:20][CH2:21][CH3:22])=[O:19])=[C:35]([F:40])[CH:34]=1. Given the reactants FC(F)(C(F)(F)F)C(F)(F)C(F)(F)S(O[C:9]1[C:17]2[C:12](=[CH:13][N:14]=[CH:15][CH:16]=2)[O:11][C:10]=1[C:18]([O:20][CH2:21][CH3:22])=[O:19])(=O)=O.[Br:32][C:33]1[CH:39]=[CH:38][C:36]([NH2:37])=[C:35]([F:40])[CH:34]=1.CC1(C)C2C(=C(P(C3C=CC=CC=3)C3C=CC=CC=3)C=CC=2)OC2C(P(C3C=CC=CC=3)C3C=CC=CC=3)=CC=CC1=2.C1CCN2C(=NCCC2)CC1, predict the reaction product. (2) Given the reactants C(N(CC)CC)C.[Si]([O:15][C:16]1[C:28]([C:29]([F:32])([F:31])[F:30])=[CH:27][CH:26]=[C:25]([CH2:33][O:34][C:35]2[CH:40]=[CH:39][C:38]([NH:41][CH3:42])=[CH:37][CH:36]=2)[C:17]=1[C:18]([O:20][C:21]([CH3:24])([CH3:23])[CH3:22])=[O:19])(C(C)(C)C)(C)C.[CH3:43][S:44](Cl)(=[O:46])=[O:45].[F-].C([N+](CCCC)(CCCC)CCCC)CCC, predict the reaction product. The product is: [OH:15][C:16]1[C:28]([C:29]([F:32])([F:31])[F:30])=[CH:27][CH:26]=[C:25]([CH2:33][O:34][C:35]2[CH:40]=[CH:39][C:38]([N:41]([CH3:42])[S:44]([CH3:43])(=[O:46])=[O:45])=[CH:37][CH:36]=2)[C:17]=1[C:18]([O:20][C:21]([CH3:24])([CH3:23])[CH3:22])=[O:19]. (3) The product is: [F:35][C:34]([F:37])([F:36])[S:31]([O:1][C:2]1[CH:7]=[CH:6][C:5]2[CH2:8][O:9][C@@H:10]3[C@H:14]([C:4]=2[CH:3]=1)[CH2:13][N:12]([C:15]([O:17][C:18]([CH3:21])([CH3:20])[CH3:19])=[O:16])[CH2:11]3)(=[O:33])=[O:32]. Given the reactants [OH:1][C:2]1[CH:7]=[CH:6][C:5]2[CH2:8][O:9][C@@H:10]3[C@H:14]([C:4]=2[CH:3]=1)[CH2:13][N:12]([C:15]([O:17][C:18]([CH3:21])([CH3:20])[CH3:19])=[O:16])[CH2:11]3.[H-].[Na+].C1(N[S:31]([C:34]([F:37])([F:36])[F:35])(=[O:33])=[O:32])C=CC=CC=1, predict the reaction product. (4) Given the reactants [N+:1]([C:4]1[CH:9]=[CH:8][C:7]([OH:10])=[CH:6][CH:5]=1)([O-:3])=[O:2].[H-].[Na+].[CH:13]1([O:18][C:19](=[O:32])[C@@H:20]([NH:24][C:25]([O:27][C:28]([CH3:31])([CH3:30])[CH3:29])=[O:26])[CH2:21][CH2:22]Br)[CH2:17][CH2:16][CH2:15][CH2:14]1, predict the reaction product. The product is: [CH:13]1([O:18][C:19](=[O:32])[C@@H:20]([NH:24][C:25]([O:27][C:28]([CH3:31])([CH3:30])[CH3:29])=[O:26])[CH2:21][CH2:22][O:10][C:7]2[CH:8]=[CH:9][C:4]([N+:1]([O-:3])=[O:2])=[CH:5][CH:6]=2)[CH2:14][CH2:15][CH2:16][CH2:17]1. (5) Given the reactants Cl.[CH3:2][C:3]1([CH3:24])[C:11]2[C:6](=[CH:7][CH:8]=[CH:9][CH:10]=2)[N:5]([C@@H:12]([C:17]2[CH:22]=[CH:21][CH:20]=[CH:19][CH:18]=2)[CH2:13][CH2:14][NH:15][CH3:16])[C:4]1=O.B.Cl, predict the reaction product. The product is: [CH3:2][C:3]1([CH3:24])[C:11]2[C:6](=[CH:7][CH:8]=[CH:9][CH:10]=2)[N:5]([C@@H:12]([C:17]2[CH:22]=[CH:21][CH:20]=[CH:19][CH:18]=2)[CH2:13][CH2:14][NH:15][CH3:16])[CH2:4]1. (6) Given the reactants P(Cl)(Cl)(Cl)=O.[Cl:6][C:7]1[CH:15]=[C:14]2[C:10]([CH:11]=[CH:12][NH:13]2)=[CH:9][C:8]=1[C:16]([F:19])([F:18])[F:17].O.[OH-].[Na+].CN(C)[CH:25]=[O:26], predict the reaction product. The product is: [Cl:6][C:7]1[CH:15]=[C:14]2[C:10]([C:11]([CH:25]=[O:26])=[CH:12][NH:13]2)=[CH:9][C:8]=1[C:16]([F:19])([F:17])[F:18]. (7) Given the reactants [NH2:1][CH2:2][CH2:3][CH2:4][P:5]([CH2:8][CH:9]1[CH2:14][CH2:13][CH2:12][CH2:11][CH2:10]1)(=[O:7])[OH:6].C(=O)(O)[O-].[Na+].[C:20]([O:25][CH:26]([O:28][C:29](OC1CC(=O)NC1=O)=[O:30])[CH3:27])(=[O:24])[CH:21]([CH3:23])[CH3:22], predict the reaction product. The product is: [C:20]([O:25][CH:26]([O:28][C:29]([NH:1][CH2:2][CH2:3][CH2:4][P:5]([CH2:8][CH:9]1[CH2:14][CH2:13][CH2:12][CH2:11][CH2:10]1)(=[O:6])[OH:7])=[O:30])[CH3:27])(=[O:24])[CH:21]([CH3:23])[CH3:22].